This data is from Peptide-MHC class I binding affinity with 185,985 pairs from IEDB/IMGT. The task is: Regression. Given a peptide amino acid sequence and an MHC pseudo amino acid sequence, predict their binding affinity value. This is MHC class I binding data. (1) The peptide sequence is KQWGWFALL. The MHC is HLA-B07:02 with pseudo-sequence HLA-B07:02. The binding affinity (normalized) is 0.0847. (2) The peptide sequence is YMLKHVVWA. The MHC is Mamu-A11 with pseudo-sequence Mamu-A11. The binding affinity (normalized) is 0.336. (3) The peptide sequence is DESASKSASV. The MHC is HLA-B44:03 with pseudo-sequence HLA-B44:03. The binding affinity (normalized) is 0.373. (4) The peptide sequence is FIKDRATAV. The MHC is HLA-B08:01 with pseudo-sequence HLA-B08:01. The binding affinity (normalized) is 0.361. (5) The peptide sequence is MVFGRFSFA. The MHC is HLA-B53:01 with pseudo-sequence HLA-B53:01. The binding affinity (normalized) is 0.213. (6) The binding affinity (normalized) is 0.368. The MHC is Mamu-A01 with pseudo-sequence Mamu-A01. The peptide sequence is PCPLPHRL.